Dataset: Reaction yield outcomes from USPTO patents with 853,638 reactions. Task: Predict the reaction yield, written as a fraction of the theoretical maximum amount of product (1.0 means a 100% yield; for example, 0.34 means a 34% yield). (1) The reactants are C(OC([N:8]1[CH2:13][CH2:12][C:11]([C:14]2[C:23]([O:24][CH3:25])=[C:22]3[C:17]([CH:18]=[N:19][C:20]([N:26]([CH3:28])[CH3:27])=[N:21]3)=[C:16]([C:29]3[CH:34]=[CH:33][CH:32]=[C:31]([Cl:35])[CH:30]=3)[CH:15]=2)=[CH:10][CH2:9]1)=O)(C)(C)C.FC(F)(F)C(O)=O. The catalyst is ClCCl. The product is [Cl:35][C:31]1[CH:30]=[C:29]([C:16]2[CH:15]=[C:14]([C:11]3[CH2:12][CH2:13][NH:8][CH2:9][CH:10]=3)[C:23]([O:24][CH3:25])=[C:22]3[C:17]=2[CH:18]=[N:19][C:20]([N:26]([CH3:27])[CH3:28])=[N:21]3)[CH:34]=[CH:33][CH:32]=1. The yield is 0.840. (2) The reactants are Br[CH2:2][CH2:3][CH2:4][O:5][C:6]1[C:11]([CH3:12])=[CH:10][C:9]([Cl:13])=[CH:8][C:7]=1[I:14].[I:15][C:16]1[CH:21]=[C:20]([Cl:22])[CH:19]=[CH:18][C:17]=1[OH:23].C(=O)([O-])[O-].[K+].[K+]. The catalyst is CC(C)=O. The product is [Cl:13][C:9]1[CH:10]=[C:11]([CH3:12])[C:6]([O:5][CH2:4][CH2:3][CH2:2][O:23][C:17]2[CH:18]=[CH:19][C:20]([Cl:22])=[CH:21][C:16]=2[I:15])=[C:7]([I:14])[CH:8]=1. The yield is 0.880. (3) The reactants are [N+:1]([C:4]1[CH:5]=[C:6]([CH:10]=[CH:11][CH:12]=1)[CH2:7][CH2:8][OH:9])([O-:3])=[O:2].CC(OI1(OC(C)=O)(OC(C)=O)OC(=O)C2C=CC=CC1=2)=O.CCCCCC.C(OCC)(=O)C.S([O-])([O-])=O.[Na+].[Na+]. The catalyst is ClCCl.C(OCC)C. The product is [N+:1]([C:4]1[CH:5]=[C:6]([CH2:7][CH:8]=[O:9])[CH:10]=[CH:11][CH:12]=1)([O-:3])=[O:2]. The yield is 1.00. (4) The reactants are Cl[C:2]1[N:7]=[CH:6][C:5]([C:8]2[CH:17]=[C:16]3[C:11]([CH:12]=[C:13]([NH:18][C:19]([C@@H:21]4[CH2:23][C@@H:22]4[F:24])=[O:20])[N:14]=[CH:15]3)=[CH:10][CH:9]=2)=[C:4]([CH3:25])[C:3]=1[F:26].F[B-](F)(F)F.F[B-](F)(F)F.C1(P(C2CCCCC2)CCCP(C2CCCCC2)C2CCCCC2)CCCCC1.[C:66](=[O:69])([O-])[O-:67].[K+].[K+].[CH3:72]N(C)C=O.CO.C(N(CC)CC)C. The catalyst is C([O-])(=O)C.[Pd+2].C([O-])(=O)C. The product is [F:26][C:3]1[C:2]([C:66]([O:67][CH3:72])=[O:69])=[N:7][CH:6]=[C:5]([C:8]2[CH:17]=[C:16]3[C:11]([CH:12]=[C:13]([NH:18][C:19]([C@@H:21]4[CH2:23][C@@H:22]4[F:24])=[O:20])[N:14]=[CH:15]3)=[CH:10][CH:9]=2)[C:4]=1[CH3:25]. The yield is 0.450. (5) The reactants are [OH-:1].[K+].[N+:3]([C:6]1[CH:16]=[CH:15][CH:14]=[C:8]2[C:9]([NH:11][C:12](=[O:13])[C:7]=12)=[O:10])([O-:5])=[O:4].Cl. The catalyst is O. The product is [N+:3]([C:6]1[CH:16]=[CH:15][CH:14]=[C:8]([C:9]([OH:1])=[O:10])[C:7]=1[C:12]([NH2:11])=[O:13])([O-:5])=[O:4]. The yield is 0.900. (6) The reactants are Br[CH2:2][C:3]1[CH:8]=[CH:7][C:6]([S:9]([C:11]2[CH:16]=[CH:15][C:14]([CH3:17])=[CH:13][CH:12]=2)=[O:10])=[CH:5][CH:4]=1.[CH:18]1([C:21]([NH:23][C:24]2[CH:29]=[CH:28][C:27]([CH3:30])=[C:26]([CH:31]3[CH2:36][CH2:35][NH:34][CH2:33][CH2:32]3)[CH:25]=2)=[O:22])[CH2:20][CH2:19]1.C(=O)([O-])[O-].[K+].[K+].[Na+].[I-]. The catalyst is CCOC(C)=O.CN(C)C=O. The product is [CH:18]1([C:21]([NH:23][C:24]2[CH:29]=[CH:28][C:27]([CH3:30])=[C:26]([CH:31]3[CH2:32][CH2:33][N:34]([CH2:2][C:3]4[CH:8]=[CH:7][C:6]([S:9]([C:11]5[CH:16]=[CH:15][C:14]([CH3:17])=[CH:13][CH:12]=5)=[O:10])=[CH:5][CH:4]=4)[CH2:35][CH2:36]3)[CH:25]=2)=[O:22])[CH2:19][CH2:20]1. The yield is 0.391. (7) The reactants are [CH3:1][N:2]([CH3:21])[C:3]1[CH:8]=[CH:7][CH:6]=[CH:5][C:4]=1[C:9]1[O:10][C:11]2[C:12](=[C:14]([C:18]([OH:20])=O)[CH:15]=[CH:16][CH:17]=2)[N:13]=1.[ClH:22].Cl.[NH2:24][C@H:25]1[CH:30]2[CH2:31][CH2:32][N:27]([CH2:28][CH2:29]2)[CH2:26]1.Cl.C(N=C=NCCCN(C)C)C.ON1C2C=CC=CC=2N=N1.C(N(CC)CC)C. The catalyst is CN(C=O)C.ClCCl. The product is [N:27]12[CH2:32][CH2:31][CH:30]([CH2:29][CH2:28]1)[C@H:25]([NH:24][C:18]([C:14]1[CH:15]=[C:16]([Cl:22])[CH:17]=[C:11]3[O:10][C:9]([C:4]4[CH:5]=[CH:6][CH:7]=[CH:8][C:3]=4[N:2]([CH3:1])[CH3:21])=[N:13][C:12]=13)=[O:20])[CH2:26]2. The yield is 0.320. (8) The reactants are [CH3:1][C:2]1[C:3]([CH2:9][N:10]([CH2:16][C:17]2[C:22]([CH:23]([CH3:25])[CH3:24])=[CH:21][CH:20]=[CH:19][N:18]=2)[CH2:11][CH2:12][CH2:13][CH2:14][NH2:15])=[N:4][CH:5]=[C:6]([CH3:8])[CH:7]=1.[S:26](N)([NH2:29])(=[O:28])=[O:27]. The catalyst is O1CCOCC1. The product is [CH3:1][C:2]1[C:3]([CH2:9][N:10]([CH2:16][C:17]2[C:22]([CH:23]([CH3:25])[CH3:24])=[CH:21][CH:20]=[CH:19][N:18]=2)[CH2:11][CH2:12][CH2:13][CH2:14][NH:15][S:26]([NH2:29])(=[O:28])=[O:27])=[N:4][CH:5]=[C:6]([CH3:8])[CH:7]=1. The yield is 0.350. (9) The reactants are [N:1]1[CH:6]=[CH:5][CH:4]=[CH:3][C:2]=1[C:7]1[N:8]=[C:9]([C:12]2([CH2:18][NH2:19])[CH2:17][CH2:16][O:15][CH2:14][CH2:13]2)[S:10][CH:11]=1.[F:20][C:21]([F:37])([F:36])[C:22]1[O:26][N:25]=[C:24]([C:27]2[CH:28]=[C:29]([CH:33]=[CH:34][CH:35]=2)[C:30](O)=[O:31])[N:23]=1. No catalyst specified. The product is [N:1]1[CH:6]=[CH:5][CH:4]=[CH:3][C:2]=1[C:7]1[N:8]=[C:9]([C:12]2([CH2:18][NH:19][C:30](=[O:31])[C:29]3[CH:33]=[CH:34][CH:35]=[C:27]([C:24]4[N:23]=[C:22]([C:21]([F:37])([F:36])[F:20])[O:26][N:25]=4)[CH:28]=3)[CH2:13][CH2:14][O:15][CH2:16][CH2:17]2)[S:10][CH:11]=1. The yield is 0.130.